The task is: Predict the reactants needed to synthesize the given product.. This data is from Full USPTO retrosynthesis dataset with 1.9M reactions from patents (1976-2016). Given the product [Cl:1][C:2]1[N:3]=[C:4]([N:21]2[CH2:22][CH2:23][O:24][CH2:25][C@@H:20]2[CH3:19])[C:5]2[S:10][CH2:9][CH2:8][C:6]=2[N:7]=1, predict the reactants needed to synthesize it. The reactants are: [Cl:1][C:2]1[N:3]=[C:4](Cl)[C:5]2[S:10][CH2:9][CH2:8][C:6]=2[N:7]=1.CCN(CC)CC.[CH3:19][C@H:20]1[CH2:25][O:24][CH2:23][CH2:22][NH:21]1.